This data is from Forward reaction prediction with 1.9M reactions from USPTO patents (1976-2016). The task is: Predict the product of the given reaction. (1) The product is: [ClH:1].[ClH:1].[NH2:27][C@H:28]1[CH2:33][CH2:32][C@H:31]([NH:34][C:2]2[N:10]=[C:9]3[C:5]([N:6]=[CH:7][N:8]3[CH:11]3[CH2:15][CH2:14][CH2:13][CH2:12]3)=[C:4]([NH:16][CH2:17][CH2:18][NH:19][S:20]([C:23]([F:26])([F:25])[F:24])(=[O:22])=[O:21])[N:3]=2)[CH2:30][CH2:29]1. Given the reactants [Cl:1][C:2]1[N:10]=[C:9]2[C:5]([N:6]=[CH:7][N:8]2[CH:11]2[CH2:15][CH2:14][CH2:13][CH2:12]2)=[C:4]([NH:16][CH2:17][CH2:18][NH:19][S:20]([C:23]([F:26])([F:25])[F:24])(=[O:22])=[O:21])[N:3]=1.[NH2:27][C@H:28]1[CH2:33][CH2:32][C@H:31]([NH2:34])[CH2:30][CH2:29]1, predict the reaction product. (2) Given the reactants [CH3:1][CH2:2][C@H:3]([CH:29]([CH3:31])[CH3:30])/[CH:4]=[CH:5]/[C@H:6]([C@@H:8]1[C@@:12]2([CH3:28])[CH2:13][CH2:14][C@@H:15]3[C@@:20]4([CH3:27])[CH2:21][CH2:22][CH:23]([O:25]C)[CH2:24][C:19]4=[CH:18][CH2:17][C@H:16]3[C@@H:11]2[CH2:10][CH2:9]1)[CH3:7].[H][H].O.CC1C=CC(S(O)(=O)=O)=CC=1, predict the reaction product. The product is: [CH3:1][CH2:2][C@@H:3]([CH:29]([CH3:30])[CH3:31])[CH2:4][CH2:5][C@H:6]([C@@H:8]1[C@@:12]2([CH3:28])[CH2:13][CH2:14][C@@H:15]3[C@@:20]4([CH3:27])[CH2:21][CH2:22][C@H:23]([OH:25])[CH2:24][C:19]4=[CH:18][CH2:17][C@H:16]3[C@@H:11]2[CH2:10][CH2:9]1)[CH3:7].